This data is from Reaction yield outcomes from USPTO patents with 853,638 reactions. The task is: Predict the reaction yield, written as a fraction of the theoretical maximum amount of product (1.0 means a 100% yield; for example, 0.34 means a 34% yield). (1) The yield is 0.310. The product is [Br:1][C:2]1[C:7]([F:8])=[CH:6][C:5]([N:9]2[C:14]([CH2:15][C@@H:16]3[CH2:20][CH2:19][N:18]([C:21]([CH:23]4[CH2:25][CH2:24]4)=[O:22])[CH2:17]3)=[N:13][NH:12][C:10]2=[O:11])=[C:4]([F:27])[CH:3]=1. The catalyst is O. The reactants are [Br:1][C:2]1[C:7]([F:8])=[CH:6][C:5]([NH:9][C:10]([NH:12][NH:13][C:14](=O)[CH2:15][C@@H:16]2[CH2:20][CH2:19][N:18]([C:21]([CH:23]3[CH2:25][CH2:24]3)=[O:22])[CH2:17]2)=[O:11])=[C:4]([F:27])[CH:3]=1.C(=O)([O-])[O-].[K+].[K+].Cl. (2) The reactants are [CH:1]1([C:7]2[CH:13]=[CH:12][C:10]([NH2:11])=[CH:9][C:8]=2[N+:14]([O-:16])=[O:15])[CH2:6][CH2:5][CH2:4][CH2:3][CH2:2]1.CCN(CC)CC.[C:24](OC(=O)C)(=[O:26])[CH3:25]. The catalyst is C(Cl)Cl. The product is [CH:1]1([C:7]2[CH:13]=[CH:12][C:10]([NH:11][C:24](=[O:26])[CH3:25])=[CH:9][C:8]=2[N+:14]([O-:16])=[O:15])[CH2:2][CH2:3][CH2:4][CH2:5][CH2:6]1. The yield is 0.930. (3) The reactants are [C:1]1([C:32]2[CH:37]=[CH:36][CH:35]=[CH:34][CH:33]=2)[CH:6]=[CH:5][CH:4]=[C:3]([CH2:7][N:8]([CH2:24][C:25]([O:27]C(C)(C)C)=[O:26])[S:9]([C:12]2[CH:13]=[C:14]3[C:19](=[CH:20][CH:21]=2)[O:18][C:17]([CH3:23])([CH3:22])[CH2:16][CH2:15]3)(=[O:11])=[O:10])[CH:2]=1.FC(F)(F)C(O)=O. The catalyst is C(Cl)Cl. The product is [C:1]1([C:32]2[CH:37]=[CH:36][CH:35]=[CH:34][CH:33]=2)[CH:6]=[CH:5][CH:4]=[C:3]([CH2:7][N:8]([CH2:24][C:25]([OH:27])=[O:26])[S:9]([C:12]2[CH:13]=[C:14]3[C:19](=[CH:20][CH:21]=2)[O:18][C:17]([CH3:23])([CH3:22])[CH2:16][CH2:15]3)(=[O:11])=[O:10])[CH:2]=1. The yield is 0.820. (4) The reactants are [Cl:1][C:2]1[CH:3]=[C:4](/[CH:9]=[CH:10]/[C:11]([N:13]2[CH2:19][CH2:18][C:17](=[O:20])[NH:16][CH2:15][CH2:14]2)=[O:12])[CH:5]=[CH:6][C:7]=1[Cl:8].Br[CH2:22][CH2:23][C:24]([O:26][CH2:27][CH3:28])=[O:25].[H-].[Na+].OS([O-])(=O)=O.[K+]. The catalyst is CN(C=O)C. The product is [CH2:27]([O:26][C:24](=[O:25])[CH2:23][CH2:22][N:16]1[C:17](=[O:20])[CH2:18][CH2:19][N:13]([C:11](=[O:12])/[CH:10]=[CH:9]/[C:4]2[CH:5]=[CH:6][C:7]([Cl:8])=[C:2]([Cl:1])[CH:3]=2)[CH2:14][CH2:15]1)[CH3:28]. The yield is 0.700.